This data is from Reaction yield outcomes from USPTO patents with 853,638 reactions. The task is: Predict the reaction yield, written as a fraction of the theoretical maximum amount of product (1.0 means a 100% yield; for example, 0.34 means a 34% yield). (1) No catalyst specified. The yield is 0.600. The product is [NH2:1][C:2]1[C:11]2[C:6](=[C:7]([C:25]3[CH:24]=[CH:23][C:22]([O:21][CH3:20])=[CH:27][C:26]=3[O:28][CH3:29])[C:8]([F:12])=[CH:9][CH:10]=2)[N:5]=[N:4][C:3]=1[C:14]([NH:16][CH:17]1[CH2:19][CH2:18]1)=[O:15]. The reactants are [NH2:1][C:2]1[C:11]2[C:6](=[C:7](I)[C:8]([F:12])=[CH:9][CH:10]=2)[N:5]=[N:4][C:3]=1[C:14]([NH:16][CH:17]1[CH2:19][CH2:18]1)=[O:15].[CH3:20][O:21][C:22]1[CH:27]=[C:26]([O:28][CH3:29])[CH:25]=[CH:24][C:23]=1B(O)O. (2) The reactants are [CH:1]1([N:4]2[CH2:9][CH2:8][N:7]([C:10]3[S:11][C:12]4[CH:18]=[C:17]([CH:19]=O)[CH:16]=[CH:15][C:13]=4[N:14]=3)[CH2:6][CH2:5]2)[CH2:3][CH2:2]1.[NH:21]1[CH2:25][CH2:24][CH2:23][CH2:22]1.C(O)(=O)C.[BH3-]C#N.[Na+]. The catalyst is CO.C1COCC1. The product is [CH:1]1([N:4]2[CH2:9][CH2:8][N:7]([C:10]3[S:11][C:12]4[CH:18]=[C:17]([CH2:19][N:21]5[CH2:25][CH2:24][CH2:23][CH2:22]5)[CH:16]=[CH:15][C:13]=4[N:14]=3)[CH2:6][CH2:5]2)[CH2:3][CH2:2]1. The yield is 0.270. (3) The reactants are Br[C:2]1[C:7]2=[N:8][C:9]([C:12]([NH:14][CH:15]([C:17]([OH:20])([CH3:19])[CH3:18])[CH3:16])=[O:13])=[CH:10][N:11]=[C:6]2[CH:5]=[N:4][CH:3]=1.[Cl:21][C:22]1[CH:27]=[CH:26][C:25](B(O)O)=[CH:24][CH:23]=1.C(=O)([O-])[O-].[Cs+].[Cs+].O1CCOCC1. The catalyst is C1(P([C-]2C=CC=C2)C2C=CC=CC=2)C=CC=CC=1.[C-]1(P(C2C=CC=CC=2)C2C=CC=CC=2)C=CC=C1.[Fe+2].[Pd](Cl)Cl.O. The product is [Cl:21][C:22]1[CH:27]=[CH:26][C:25]([C:2]2[C:7]3=[N:8][C:9]([C:12]([NH:14][CH:15]([C:17]([OH:20])([CH3:19])[CH3:18])[CH3:16])=[O:13])=[CH:10][N:11]=[C:6]3[CH:5]=[N:4][CH:3]=2)=[CH:24][CH:23]=1. The yield is 0.960. (4) The reactants are [C:1]([O:10]C)(=O)[C:2]1[C:3](=[CH:5][CH:6]=[CH:7][CH:8]=1)[SH:4].[C:12]([C:14]1[CH:19]=[CH:18][N:17]=[CH:16][CH:15]=1)#[N:13].C(N(CC)CC)C. The catalyst is C1(C)C=CC=CC=1. The product is [N:17]1[CH:18]=[CH:19][C:14]([C:12]2[S:4][C:3]3[CH:5]=[CH:6][CH:7]=[CH:8][C:2]=3[C:1](=[O:10])[N:13]=2)=[CH:15][CH:16]=1. The yield is 0.307. (5) The reactants are [I-].[CH3:2][S+](C)(C)=O.[H-].[Na+].[C:9](/[CH:11]=[CH:12]/[C:13]1[CH:14]=[C:15]([CH:20]=[CH:21][CH:22]=1)[C:16]([O:18][CH3:19])=[O:17])#[N:10].[Cl-].[NH4+]. The catalyst is CS(C)=O. The product is [C:9](/[C:11](/[CH3:2])=[CH:12]/[C:13]1[CH:14]=[C:15]([CH:20]=[CH:21][CH:22]=1)[C:16]([O:18][CH3:19])=[O:17])#[N:10]. The yield is 0.270. (6) The reactants are CC1(P(C(C)(C)C)C(C)(C)C)[C:4](C2C=CC=CC=2)([C:5]2[CH:10]=[CH:9][CH:8]=[CH:7][CH:6]=2)C1.[CH:26]1[C:38]2[NH:37][C:36]3[C:31](=[CH:32][CH:33]=[CH:34][CH:35]=3)[C:30]=2[CH:29]=[CH:28][CH:27]=1.C[Mg]Cl.ClC1C=CC(C)=CC=1.[Cl-].[NH4+]. The catalyst is [CH2-]C=C.[CH2-]C=C.Cl[Pd+].Cl[Pd+].C(P(C(C)(C)C)C1(C)CC1(C1C=CC=CC=1)C1C=CC=CC=1)(C)(C)C.O.C1COCC1. The product is [CH3:4][C:5]1[CH:10]=[CH:9][C:8]([N:37]2[C:36]3[CH:35]=[CH:34][CH:33]=[CH:32][C:31]=3[C:30]3[C:38]2=[CH:26][CH:27]=[CH:28][CH:29]=3)=[CH:7][CH:6]=1. The yield is 0.985.